From a dataset of Forward reaction prediction with 1.9M reactions from USPTO patents (1976-2016). Predict the product of the given reaction. (1) Given the reactants [CH3:1][NH:2][C:3]([C:5]1[CH:6]=[C:7]2[C:11](=[CH:12][CH:13]=1)[N:10]([CH:14]1[CH2:19][CH2:18][N:17](C(OCC3C=CC=CC=3)=O)[CH2:16][CH2:15]1)[C:9](=[O:30])[CH2:8]2)=[O:4].[H][H], predict the reaction product. The product is: [CH3:1][NH:2][C:3]([C:5]1[CH:6]=[C:7]2[C:11](=[CH:12][CH:13]=1)[N:10]([CH:14]1[CH2:19][CH2:18][NH:17][CH2:16][CH2:15]1)[C:9](=[O:30])[CH2:8]2)=[O:4]. (2) Given the reactants [N+:1]([C:4]1[CH:9]=[CH:8][C:7](B(O)O)=[CH:6][CH:5]=1)([O-:3])=[O:2].[C:13]([O:17][C:18]([N:20]1[CH2:25][CH:24]=[C:23](C2C=CC(N)=CC=2)[CH2:22][CH2:21]1)=[O:19])([CH3:16])([CH3:15])[CH3:14], predict the reaction product. The product is: [C:13]([O:17][C:18]([N:20]1[CH2:21][CH:22]=[C:23]([C:7]2[CH:8]=[CH:9][C:4]([N+:1]([O-:3])=[O:2])=[CH:5][CH:6]=2)[CH2:24][CH2:25]1)=[O:19])([CH3:16])([CH3:14])[CH3:15]. (3) Given the reactants [Cl:1][C:2]1[CH:7]=[CH:6][C:5]([CH3:8])=[C:4]([F:9])[C:3]=1[O:10][C:11]1[CH:16]=[CH:15][CH:14]=[CH:13][CH:12]=1.C1C(=O)N([Br:24])C(=O)C1, predict the reaction product. The product is: [Br:24][CH2:8][C:5]1[CH:6]=[CH:7][C:2]([Cl:1])=[C:3]([O:10][C:11]2[CH:12]=[CH:13][CH:14]=[CH:15][CH:16]=2)[C:4]=1[F:9]. (4) Given the reactants Cl[C:2]1[C:7]([C:8]([F:11])([F:10])[F:9])=[C:6]([O:12][CH2:13][C:14]2([C:20]3[CH:25]=[CH:24][CH:23]=[CH:22][CH:21]=3)[CH2:19][CH2:18][CH2:17][CH2:16][CH2:15]2)[CH:5]=[CH:4][N:3]=1.O.[NH2:27][NH2:28], predict the reaction product. The product is: [NH:27]([C:2]1[C:7]([C:8]([F:11])([F:10])[F:9])=[C:6]([O:12][CH2:13][C:14]2([C:20]3[CH:25]=[CH:24][CH:23]=[CH:22][CH:21]=3)[CH2:19][CH2:18][CH2:17][CH2:16][CH2:15]2)[CH:5]=[CH:4][N:3]=1)[NH2:28]. (5) Given the reactants [CH3:1][C:2]1[C:7]([CH:8]([CH2:13][CH2:14][CH3:15])[C:9]([O:11]C)=[O:10])=[C:6]([C:16]2[CH:21]=[CH:20][C:19]([CH3:22])=[CH:18][CH:17]=2)[N:5]2[N:23]=[C:24]([CH2:26][CH2:27][CH3:28])[CH:25]=[C:4]2[N:3]=1.[OH-].[Na+], predict the reaction product. The product is: [CH3:1][C:2]1[C:7]([CH:8]([CH2:13][CH2:14][CH3:15])[C:9]([OH:11])=[O:10])=[C:6]([C:16]2[CH:17]=[CH:18][C:19]([CH3:22])=[CH:20][CH:21]=2)[N:5]2[N:23]=[C:24]([CH2:26][CH2:27][CH3:28])[CH:25]=[C:4]2[N:3]=1. (6) Given the reactants [F:1][C:2]1[CH:7]=[CH:6][C:5]([C:8]2[NH:9][CH:10]=[C:11]([CH:19]=[CH:20][CH2:21][OH:22])[C:12]=2[C:13]2[CH:18]=[CH:17][N:16]=[CH:15][CH:14]=2)=[CH:4][CH:3]=1.C(OCC)(=O)C, predict the reaction product. The product is: [F:1][C:2]1[CH:3]=[CH:4][C:5]([C:8]2[NH:9][CH:10]=[C:11]([CH:19]=[CH:20][CH:21]=[O:22])[C:12]=2[C:13]2[CH:18]=[CH:17][N:16]=[CH:15][CH:14]=2)=[CH:6][CH:7]=1.